Dataset: Full USPTO retrosynthesis dataset with 1.9M reactions from patents (1976-2016). Task: Predict the reactants needed to synthesize the given product. (1) Given the product [Cl:1][C:2]1[N:3]=[CH:4][C:5]([CH2:8][N:23]2[CH:22]=[C:21]3[N:26]=[C:18]([C:12]4[CH:13]=[CH:14][CH:15]=[C:16]([F:17])[C:11]=4[F:10])[N:19]=[C:20]3[CH:25]=[N:24]2)=[CH:6][CH:7]=1, predict the reactants needed to synthesize it. The reactants are: [Cl:1][C:2]1[CH:7]=[CH:6][C:5]([CH2:8]Cl)=[CH:4][N:3]=1.[F:10][C:11]1[C:16]([F:17])=[CH:15][CH:14]=[CH:13][C:12]=1[C:18]1[N:26]=[C:21]2[CH:22]=[N:23][NH:24][CH:25]=[C:20]2[N:19]=1. (2) The reactants are: [CH3:1][C:2]1[N:3]=[C:4]2[S:22][CH:21]=[CH:20][N:5]2[C:6](=[O:19])[C:7]=1[C:8]1[CH:13]=[CH:12][C:11]([O:14][C:15]([F:18])([F:17])[F:16])=[CH:10][CH:9]=1.[CH:23]1([CH2:27][O:28][C:29]2[C:36]([O:37][CH3:38])=[CH:35][CH:34]=[CH:33][C:30]=2[CH:31]=O)[CH2:26][CH2:25][CH2:24]1.[O-]CC.[Na+]. Given the product [CH:23]1([CH2:27][O:28][C:29]2[C:36]([O:37][CH3:38])=[CH:35][CH:34]=[CH:33][C:30]=2/[CH:31]=[CH:1]/[C:2]2[N:3]=[C:4]3[S:22][CH:21]=[CH:20][N:5]3[C:6](=[O:19])[C:7]=2[C:8]2[CH:13]=[CH:12][C:11]([O:14][C:15]([F:17])([F:18])[F:16])=[CH:10][CH:9]=2)[CH2:24][CH2:25][CH2:26]1, predict the reactants needed to synthesize it. (3) Given the product [NH2:2][CH2:1][C:3]1([NH:20][C:21]2[CH:26]=[CH:25][CH:24]=[C:23]([F:27])[CH:22]=2)[CH2:8][CH2:7][N:6]([C:9]([O:11][CH2:12][C:13]2[CH:18]=[CH:17][CH:16]=[CH:15][CH:14]=2)=[O:10])[C@@H:5]([CH3:19])[CH2:4]1, predict the reactants needed to synthesize it. The reactants are: [C:1]([C:3]1([NH:20][C:21]2[CH:26]=[CH:25][CH:24]=[C:23]([F:27])[CH:22]=2)[CH2:8][CH2:7][N:6]([C:9]([O:11][CH2:12][C:13]2[CH:18]=[CH:17][CH:16]=[CH:15][CH:14]=2)=[O:10])[C@@H:5]([CH3:19])[CH2:4]1)#[N:2].N.O. (4) Given the product [CH:11]1([C:2]2[CH:3]=[CH:4][C:5]3[C:10](=[CH:9][CH:8]=[CH:7][CH:6]=3)[N:1]=2)[CH2:16][CH2:15][CH2:14][CH2:13][CH2:12]1, predict the reactants needed to synthesize it. The reactants are: [N:1]1[C:10]2[C:5](=[CH:6][CH:7]=[CH:8][CH:9]=2)[CH:4]=[CH:3][CH:2]=1.[CH:11]1(C(O)=O)[CH2:16][CH2:15][CH2:14][CH2:13][CH2:12]1.S(OOS([O-])(=O)=O)([O-])(=O)=O.[NH4+].[NH4+].FC(F)(F)C(O)=O.[OH-].[Na+]. (5) Given the product [Br:11][C:8]1[CH:7]=[CH:6][C:5]([F:9])=[C:4]([F:10])[C:3]=1[CH2:1][CH3:2], predict the reactants needed to synthesize it. The reactants are: [CH2:1]([C:3]1[CH:8]=[CH:7][CH:6]=[C:5]([F:9])[C:4]=1[F:10])[CH3:2].[Br:11]Br. (6) The reactants are: C1(P(C2C=CC=CC=2)C2C=CC=CC=2)C=CC=CC=1.[Br:20][CH2:21][C@H:22]([CH3:25])[CH2:23][OH:24].CCOC(/N=N/C(OCC)=O)=O.[NH2:38][C:39]1[C:40]([C:44]2[N:45]([CH2:55][CH3:56])[C:46]3[C:51](O)=[CH:50][N:49]=[C:48]([Cl:53])[C:47]=3[N:54]=2)=[N:41][O:42][N:43]=1. Given the product [Br:20][CH2:21][C@H:22]([CH3:25])[CH2:23][O:24][C:51]1[C:46]2[N:45]([CH2:55][CH3:56])[C:44]([C:40]3[C:39]([NH2:38])=[N:43][O:42][N:41]=3)=[N:54][C:47]=2[C:48]([Cl:53])=[N:49][CH:50]=1, predict the reactants needed to synthesize it.